This data is from Reaction yield outcomes from USPTO patents with 853,638 reactions. The task is: Predict the reaction yield, written as a fraction of the theoretical maximum amount of product (1.0 means a 100% yield; for example, 0.34 means a 34% yield). The reactants are [F:1][C:2]1[CH:3]=[CH:4][C:5]([CH2:8][O:9][C:10]2[CH:15]=[CH:14][N:13]([C:16]3[CH:21]=[CH:20][C:19]4[C:22]5[CH2:23][N:24](C(OC(C)(C)C)=O)[CH2:25][CH2:26][C:27]=5[S:28][C:18]=4[CH:17]=3)[C:12](=[O:36])[CH:11]=2)=[N:6][CH:7]=1.[ClH:37]. No catalyst specified. The product is [ClH:37].[F:1][C:2]1[CH:3]=[CH:4][C:5]([CH2:8][O:9][C:10]2[CH:15]=[CH:14][N:13]([C:16]3[CH:21]=[CH:20][C:19]4[C:22]5[CH2:23][NH:24][CH2:25][CH2:26][C:27]=5[S:28][C:18]=4[CH:17]=3)[C:12](=[O:36])[CH:11]=2)=[N:6][CH:7]=1. The yield is 0.960.